Task: Predict the product of the given reaction.. Dataset: Forward reaction prediction with 1.9M reactions from USPTO patents (1976-2016) (1) Given the reactants [OH:1][C:2]1[CH:33]=[CH:32][C:5]([CH2:6][NH:7][C:8]2[N:13]=[C:12]([O:14][CH2:15][C:16]([F:19])([F:18])[F:17])[N:11]=[C:10]([NH:20][C:21]3[CH:31]=[CH:30][C:24]([C:25]([O:27][CH2:28][CH3:29])=[O:26])=[CH:23][CH:22]=3)[N:9]=2)=[CH:4][CH:3]=1.Br[CH2:35][CH2:36][CH2:37][CH2:38][CH2:39][CH2:40][NH:41][C:42](=[O:48])[O:43][C:44]([CH3:47])([CH3:46])[CH3:45].C([O-])([O-])=O.[K+].[K+], predict the reaction product. The product is: [C:44]([O:43][C:42]([NH:41][CH2:40][CH2:39][CH2:38][CH2:37][CH2:36][CH2:35][O:1][C:2]1[CH:33]=[CH:32][C:5]([CH2:6][NH:7][C:8]2[N:13]=[C:12]([O:14][CH2:15][C:16]([F:19])([F:18])[F:17])[N:11]=[C:10]([NH:20][C:21]3[CH:31]=[CH:30][C:24]([C:25]([O:27][CH2:28][CH3:29])=[O:26])=[CH:23][CH:22]=3)[N:9]=2)=[CH:4][CH:3]=1)=[O:48])([CH3:47])([CH3:46])[CH3:45]. (2) Given the reactants [CH3:1][O:2][C:3](=[O:20])[C:4]1[CH:9]=[CH:8][C:7]([NH:10][C:11]2[CH:16]=[CH:15][C:14]([F:17])=[C:13]([Br:18])[CH:12]=2)=[C:6]([NH2:19])[CH:5]=1.[CH:21](OC)(OC)OC, predict the reaction product. The product is: [CH3:1][O:2][C:3]([C:4]1[CH:9]=[CH:8][C:7]2[N:10]([C:11]3[CH:16]=[CH:15][C:14]([F:17])=[C:13]([Br:18])[CH:12]=3)[CH:21]=[N:19][C:6]=2[CH:5]=1)=[O:20]. (3) Given the reactants C(C[O:5][CH2:6][C:7]1[O:8][C:9]([CH2:13][NH:14][C:15]([C:17]2[CH:21]=[C:20]([NH:22][C:23](=[O:33])[C:24]3[CH:29]=[C:28]([F:30])[C:27]([F:31])=[CH:26][C:25]=3[Cl:32])[NH:19][N:18]=2)=[O:16])=[C:10]([CH3:12])[N:11]=1)(O)=O.O.ON1C2C=CC=CC=2N=N1.[CH3:45]CN=C=NCCCN(C)C.Cl.[CH2:57]([NH:59][CH2:60][CH3:61])[CH3:58].[C:62](=[O:65])([O-])O.[Na+], predict the reaction product. The product is: [CH2:57]([N:59]([CH2:60][CH3:61])[C:6]([C:7]1[O:8][C:9]([CH:13]([NH:14][C:15]([C:17]2[CH:21]=[C:20]([NH:22][C:23](=[O:33])[C:24]3[CH:29]=[C:28]([F:30])[C:27]([F:31])=[CH:26][C:25]=3[Cl:32])[NH:19][N:18]=2)=[O:16])[CH2:45][O:65][CH3:62])=[C:10]([CH3:12])[N:11]=1)=[O:5])[CH3:58]. (4) Given the reactants [Al+3].[Cl-].[Cl-].[Cl-].[CH3:5][N:6]1[CH:10]=[C:9]([C:11]2[CH:12]=[C:13]3[CH:19]=[CH:18][NH:17][C:14]3=[N:15][CH:16]=2)[CH:8]=[N:7]1.[Cl:20][C:21]([Cl:26])([Cl:25])[C:22](Cl)=[O:23], predict the reaction product. The product is: [Cl:20][C:21]([Cl:26])([Cl:25])[C:22]([C:19]1[C:13]2[C:14](=[N:15][CH:16]=[C:11]([C:9]3[CH:8]=[N:7][N:6]([CH3:5])[CH:10]=3)[CH:12]=2)[NH:17][CH:18]=1)=[O:23]. (5) Given the reactants [Cl:1][C:2]1[C:10]2[N:9]=[C:8]([NH:11][C:12]3[C:13]([CH3:21])=[CH:14][C:15]([N:18]([CH3:20])[CH3:19])=[N:16][CH:17]=3)[N:7]([CH2:22][CH:23]=[CH2:24])[C:6]=2[C:5]([CH:25]([CH2:28][CH3:29])[CH2:26][CH3:27])=[CH:4][CH:3]=1.C(N(CC)CC)C.[C:37](O[C:37]([O:38][C:39]([CH3:42])([CH3:41])[CH3:40])=[O:43])(=[O:43])[O:38][C:39]([CH3:42])([CH3:41])[CH3:40], predict the reaction product. The product is: [Cl:1][C:2]1[C:10]2[N:9]=[C:8]([N:11]([C:12]3[CH:17]=[N:16][C:15]([N:18]([CH3:19])[CH3:20])=[CH:14][C:13]=3[CH3:21])[C:37](=[O:43])[O:38][C:39]([CH3:42])([CH3:41])[CH3:40])[N:7]([CH2:22][CH:23]=[CH2:24])[C:6]=2[C:5]([CH:25]([CH2:26][CH3:27])[CH2:28][CH3:29])=[CH:4][CH:3]=1.